This data is from Catalyst prediction with 721,799 reactions and 888 catalyst types from USPTO. The task is: Predict which catalyst facilitates the given reaction. Reactant: Br[C:2]1[CH:7]=[CH:6][C:5]([CH3:8])=[CH:4][C:3]=1[F:9].[B:10]1([B:10]2[O:14][C:13]([CH3:16])([CH3:15])[C:12]([CH3:18])([CH3:17])[O:11]2)[O:14][C:13]([CH3:16])([CH3:15])[C:12]([CH3:18])([CH3:17])[O:11]1.C([O-])(=O)C.[K+]. Product: [F:9][C:3]1[CH:4]=[C:5]([CH3:8])[CH:6]=[CH:7][C:2]=1[B:10]1[O:14][C:13]([CH3:16])([CH3:15])[C:12]([CH3:18])([CH3:17])[O:11]1. The catalyst class is: 151.